From a dataset of NCI-60 drug combinations with 297,098 pairs across 59 cell lines. Regression. Given two drug SMILES strings and cell line genomic features, predict the synergy score measuring deviation from expected non-interaction effect. Drug 1: C1=CC(=CC=C1CC(C(=O)O)N)N(CCCl)CCCl.Cl. Drug 2: C1=NC2=C(N=C(N=C2N1C3C(C(C(O3)CO)O)F)Cl)N. Cell line: TK-10. Synergy scores: CSS=18.6, Synergy_ZIP=-9.12, Synergy_Bliss=-2.30, Synergy_Loewe=-14.4, Synergy_HSA=-3.47.